Dataset: Forward reaction prediction with 1.9M reactions from USPTO patents (1976-2016). Task: Predict the product of the given reaction. (1) The product is: [CH2:26]([O:1][CH2:26][C:15]1[CH:14]=[CH:19][CH:18]=[CH:17][CH:16]=1)[C:15]1[CH:16]=[CH:17][CH:18]=[CH:19][CH:14]=1. Given the reactants [OH-:1].[K+].C(P(C(C)(C)C)C1C=CC=CC=1[C:14]1[C:19](C(C)C)=[CH:18][C:17](C(C)C)=[CH:16][C:15]=1[CH:26](C)C)(C)(C)C, predict the reaction product. (2) Given the reactants [F:1][C:2]([F:7])([F:6])[C:3]([OH:5])=[O:4].[F:8][C:9]([F:14])([F:13])[C:10]([OH:12])=[O:11].F[C:16](F)(F)[C:17]([OH:19])=O.[Cl:22][C:23]1[CH:24]=[N:25][C:26]2[NH:27][C:28]3[CH:29]=[CH:30][CH:31]=[C:32]([CH:51]=3)[CH2:33][CH2:34][C:35]3[CH:43]=[C:39]([NH:40][C:41]=1[N:42]=2)[CH:38]=[CH:37][C:36]=3[CH2:44][N:45]1[CH2:50][CH2:49][NH:48][CH2:47][CH2:46]1.C(Cl)(=O)C, predict the reaction product. The product is: [F:1][C:2]([F:7])([F:6])[C:3]([OH:5])=[O:4].[F:8][C:9]([F:14])([F:13])[C:10]([OH:12])=[O:11].[C:17]([N:48]1[CH2:49][CH2:50][N:45]([CH2:44][C:36]2[CH:37]=[CH:38][C:39]3[NH:40][C:41]4[N:42]=[C:26]([NH:27][C:28]5[CH:29]=[CH:30][CH:31]=[C:32]([CH:51]=5)[CH2:33][CH2:34][C:35]=2[CH:43]=3)[N:25]=[CH:24][C:23]=4[Cl:22])[CH2:46][CH2:47]1)(=[O:19])[CH3:16]. (3) The product is: [Si:7]([O:14][CH2:15][C:16]1[CH:25]=[CH:24][C:19]([CH2:20][OH:21])=[C:18]([CH2:26][OH:27])[CH:17]=1)([C:10]([CH3:13])([CH3:12])[CH3:11])([CH3:9])[CH3:8]. Given the reactants [H-].[Al+3].[Li+].[H-].[H-].[H-].[Si:7]([O:14][CH2:15][C:16]1[CH:17]=[C:18]([C:26](OC)=[O:27])[C:19](=[CH:24][CH:25]=1)[C:20](OC)=[O:21])([C:10]([CH3:13])([CH3:12])[CH3:11])([CH3:9])[CH3:8].O.[OH-].[Na+], predict the reaction product. (4) Given the reactants Br[C:2]1[C:10]2[C:9]([Cl:11])=[N:8][CH:7]=[N:6][C:5]=2[NH:4][CH:3]=1.C([Li])CCC.Cl[C:18]([O:20][CH2:21][CH3:22])=[O:19].II, predict the reaction product. The product is: [Cl:11][C:9]1[C:10]2[C:2]([C:18]([O:20][CH2:21][CH3:22])=[O:19])=[CH:3][NH:4][C:5]=2[N:6]=[CH:7][N:8]=1. (5) Given the reactants [C:1]([C:3]1[CH:15]=[CH:14][C:6]2[S:7][C:8]([C:10]([O:12][CH3:13])=[O:11])=[CH:9][C:5]=2[CH:4]=1)#[N:2].C(=N[OH:19])C, predict the reaction product. The product is: [NH2:2][C:1]([C:3]1[CH:15]=[CH:14][C:6]2[S:7][C:8]([C:10]([O:12][CH3:13])=[O:11])=[CH:9][C:5]=2[CH:4]=1)=[O:19].